From a dataset of HIV replication inhibition screening data with 41,000+ compounds from the AIDS Antiviral Screen. Binary Classification. Given a drug SMILES string, predict its activity (active/inactive) in a high-throughput screening assay against a specified biological target. (1) The drug is COc1ccc(OC)c(NCC(=O)Nn2cnc3ccc(S(=O)(=O)Nc4cc(OC)ccc4OC)cc3c2=O)c1. The result is 0 (inactive). (2) The drug is C=C(C)C(OC(C)=O)C(OCC)c1c(OC)ccc2ccc(=O)oc12. The result is 0 (inactive). (3) The compound is Clc1ccc(C=NN=Cc2ccc(Cl)cc2)cc1. The result is 0 (inactive). (4) The compound is COc1cc(CNc2nc3c(NC(C)=O)cc(C(F)(F)F)cc3nc2-c2ccccc2)cc(OC)c1OC. The result is 0 (inactive). (5) The result is 0 (inactive). The drug is CCS(CC)(CC)CC1CCCC2=CCC(P(=O)(c3ccccc3)c3ccccc3)CC21. (6) The compound is O=C(NCc1ccccc1)C(=Cc1ccc2c(c1)OCO2)NC(=O)c1ccccc1. The result is 0 (inactive).